This data is from Catalyst prediction with 721,799 reactions and 888 catalyst types from USPTO. The task is: Predict which catalyst facilitates the given reaction. Reactant: [F:1][C:2]1[C:3]([NH:20][C:21]2[CH:25]=[C:24]([O:26][CH:27]([CH3:29])[CH3:28])[NH:23][N:22]=2)=[N:4][C:5]([NH:10][C@H:11]([C:13]2[CH:18]=[CH:17][C:16]([F:19])=[CH:15][CH:14]=2)[CH3:12])=[C:6]([CH:9]=1)[C:7]#[N:8].Cl. Product: [NH2:8][CH2:7][C:6]1[C:5]([NH:10][C@H:11]([C:13]2[CH:14]=[CH:15][C:16]([F:19])=[CH:17][CH:18]=2)[CH3:12])=[N:4][C:3]([NH:20][C:21]2[CH:25]=[C:24]([O:26][CH:27]([CH3:28])[CH3:29])[NH:23][N:22]=2)=[C:2]([F:1])[CH:9]=1. The catalyst class is: 19.